This data is from Forward reaction prediction with 1.9M reactions from USPTO patents (1976-2016). The task is: Predict the product of the given reaction. (1) Given the reactants [F:1][C:2]1[C:3]([I:12])=[C:4]2[NH:10][N:9]=[C:8](N)[C:5]2=[N:6][CH:7]=1.CC(O)=O.N([O-])=O.[Na+], predict the reaction product. The product is: [F:1][C:2]1[C:3]([I:12])=[C:4]2[NH:10][N:9]=[CH:8][C:5]2=[N:6][CH:7]=1. (2) Given the reactants [CH3:1][C:2]1[C:6]([CH3:7])=[C:5]([NH:8][C:9](=[O:16])OCC(Cl)(Cl)Cl)[O:4][N:3]=1.Cl.Cl.[F:19][C:20]1[CH:25]=[CH:24][C:23]([C:26]2[CH:31]=[CH:30][N:29]=[C:28]([N:32]3[CH2:37][CH2:36][NH:35][CH2:34][CH2:33]3)[N:27]=2)=[CH:22][CH:21]=1, predict the reaction product. The product is: [CH3:1][C:2]1[C:6]([CH3:7])=[C:5]([NH:8][C:9]([N:35]2[CH2:36][CH2:37][N:32]([C:28]3[N:27]=[C:26]([C:23]4[CH:24]=[CH:25][C:20]([F:19])=[CH:21][CH:22]=4)[CH:31]=[CH:30][N:29]=3)[CH2:33][CH2:34]2)=[O:16])[O:4][N:3]=1. (3) The product is: [N+:12]([C:15]1[CH:16]=[CH:17][C:18]([C:21]2[CH:22]=[N+:23]([O-:9])[CH:24]=[CH:25][CH:26]=2)=[CH:19][CH:20]=1)([O-:14])=[O:13]. Given the reactants ClC1C=CC=C(C(OO)=[O:9])C=1.[N+:12]([C:15]1[CH:20]=[CH:19][C:18]([C:21]2[CH:22]=[N:23][CH:24]=[CH:25][CH:26]=2)=[CH:17][CH:16]=1)([O-:14])=[O:13].S([O-])([O-])(=O)=S.[Na+].[Na+], predict the reaction product. (4) Given the reactants C1(P(C2C=CC=CC=2)C2C=CC3C(=CC=CC=3)C=2C2C3C(=CC=CC=3)C=CC=2P(C2C=CC=CC=2)C2C=CC=CC=2)C=CC=CC=1.CC(C)([O-])C.[Na+].Br[C:54]1[CH:59]=[CH:58][N:57]=[C:56]2[N:60]([CH2:63][C:64]3[CH:69]=[CH:68][N:67]=[CH:66][CH:65]=3)[CH:61]=[CH:62][C:55]=12.[C:70](=[NH:83])([C:77]1[CH:82]=[CH:81][CH:80]=[CH:79][CH:78]=1)[C:71]1[CH:76]=[CH:75][CH:74]=[CH:73][CH:72]=1, predict the reaction product. The product is: [C:77]1([C:70]([C:71]2[CH:72]=[CH:73][CH:74]=[CH:75][CH:76]=2)=[N:83][C:54]2[C:55]3[CH:62]=[CH:61][N:60]([CH2:63][C:64]4[CH:69]=[CH:68][N:67]=[CH:66][CH:65]=4)[C:56]=3[N:57]=[CH:58][CH:59]=2)[CH:78]=[CH:79][CH:80]=[CH:81][CH:82]=1.